Task: Predict the product of the given reaction.. Dataset: Forward reaction prediction with 1.9M reactions from USPTO patents (1976-2016) (1) Given the reactants [CH2:1]([O:3][C@@H:4]1[C@H:9]([NH:10][C:11](=[O:17])[O:12][C:13]([CH3:16])([CH3:15])[CH3:14])[CH:8]=[C:7]([C:18]2[CH:23]=[CH:22][N:21]=[CH:20][C:19]=2[N+:24]([O-])=O)[CH2:6][C@@H:5]1[CH3:27])[CH3:2], predict the reaction product. The product is: [NH2:24][C:19]1[CH:20]=[N:21][CH:22]=[CH:23][C:18]=1[C@@H:7]1[CH2:8][C@H:9]([NH:10][C:11](=[O:17])[O:12][C:13]([CH3:14])([CH3:15])[CH3:16])[C@H:4]([O:3][CH2:1][CH3:2])[C@H:5]([CH3:27])[CH2:6]1.[NH2:24][C:19]1[CH:20]=[N:21][CH:22]=[CH:23][C:18]=1[C@H:7]1[CH2:8][C@@H:9]([NH:10][C:11](=[O:17])[O:12][C:13]([CH3:14])([CH3:15])[CH3:16])[C@@H:4]([O:3][CH2:1][CH3:2])[C@@H:5]([CH3:27])[CH2:6]1. (2) Given the reactants [CH2:1]([O:3][C:4]([C:6]1[S:10][C:9]([NH:11][C:12]2[CH:17]=[C:16]([CH:18]=O)[CH:15]=[CH:14][C:13]=2[N+:20]([O-:22])=[O:21])=[N:8][C:7]=1[C:23]1[CH:28]=[CH:27][CH:26]=[CH:25][CH:24]=1)=[O:5])[CH3:2].[CH3:29][N:30]1[CH2:35][CH2:34][NH:33][CH2:32][CH2:31]1.C(O[BH-](OC(=O)C)OC(=O)C)(=O)C.[Na+], predict the reaction product. The product is: [CH2:1]([O:3][C:4]([C:6]1[S:10][C:9]([NH:11][C:12]2[CH:17]=[C:16]([CH2:18][N:33]3[CH2:34][CH2:35][N:30]([CH3:29])[CH2:31][CH2:32]3)[CH:15]=[CH:14][C:13]=2[N+:20]([O-:22])=[O:21])=[N:8][C:7]=1[C:23]1[CH:24]=[CH:25][CH:26]=[CH:27][CH:28]=1)=[O:5])[CH3:2]. (3) Given the reactants [CH3:1][O:2][C:3]1[CH:15]=[C:14]([O:16][CH3:17])[CH:13]=[CH:12][C:4]=1[CH2:5][NH:6][C:7]1[S:8][CH:9]=[CH:10][N:11]=1.C[Si](C)(C)[N-][Si](C)(C)C.[Li+].[CH2:28]([O:30][C:31](=[O:43])[C:32]1[CH:37]=[CH:36][C:35]([S:38](Cl)(=[O:40])=[O:39])=[C:34]([F:42])[CH:33]=1)[CH3:29], predict the reaction product. The product is: [CH3:1][O:2][C:3]1[CH:15]=[C:14]([O:16][CH3:17])[CH:13]=[CH:12][C:4]=1[CH2:5][N:6]([C:7]1[S:8][CH:9]=[CH:10][N:11]=1)[S:38]([C:35]1[CH:36]=[CH:37][C:32]([C:31]([O:30][CH2:28][CH3:29])=[O:43])=[CH:33][C:34]=1[F:42])(=[O:39])=[O:40].